Dataset: Full USPTO retrosynthesis dataset with 1.9M reactions from patents (1976-2016). Task: Predict the reactants needed to synthesize the given product. (1) Given the product [CH3:24][N:25]1[CH2:30][CH2:29][N:28]([C:3]2[CH:2]=[CH:7][C:6]([NH2:8])=[C:5]([O:9][C:10]([F:13])([F:12])[F:11])[CH:4]=2)[CH2:27][CH2:26]1, predict the reactants needed to synthesize it. The reactants are: Br[C:2]1[CH:3]=[CH:4][C:5]([O:9][C:10]([F:13])([F:12])[F:11])=[C:6]([NH2:8])[CH:7]=1.[Li]N([Si](C)(C)C)[Si](C)(C)C.[CH3:24][N:25]1[CH2:30][CH2:29][NH:28][CH2:27][CH2:26]1. (2) Given the product [N:29]1([CH2:28][CH:26]([C:17]2[CH:18]=[CH:19][C:20]3[C:21](=[O:25])[O:22][CH2:23][C:24]=3[C:16]=2[CH3:15])[OH:27])[CH2:35][CH2:34][CH2:33][N:32]([CH2:14][CH:12]([C:3]2[CH:4]=[CH:5][C:6]3[C:7](=[O:11])[O:8][CH2:9][C:10]=3[C:2]=2[CH3:1])[OH:13])[CH2:31][CH2:30]1, predict the reactants needed to synthesize it. The reactants are: [CH3:1][C:2]1[C:10]2[CH2:9][O:8][C:7](=[O:11])[C:6]=2[CH:5]=[CH:4][C:3]=1[C@H:12]1[CH2:14][O:13]1.[CH3:15][C:16]1[C:24]2[CH2:23][O:22][C:21](=[O:25])[C:20]=2[CH:19]=[CH:18][C:17]=1[CH:26]1[CH2:28][O:27]1.[NH:29]1[CH2:35][CH2:34][CH2:33][NH:32][CH2:31][CH2:30]1.